From a dataset of Forward reaction prediction with 1.9M reactions from USPTO patents (1976-2016). Predict the product of the given reaction. (1) Given the reactants [CH2:1]([S:3][C:4]1[CH:9]=[CH:8][CH:7]=[CH:6][C:5]=1B1OC(C)(C)C(C)(C)O1)[CH3:2].Br[C:20]1[CH:21]=[N:22][C:23]2[N:24]([CH:26]=[C:27]([C:29]([F:32])([F:31])[F:30])[N:28]=2)[CH:25]=1.P([O-])([O-])([O-])=O.[K+].[K+].[K+].O1CCOCC1, predict the reaction product. The product is: [CH2:1]([S:3][C:4]1[CH:9]=[CH:8][CH:7]=[CH:6][C:5]=1[C:20]1[CH:21]=[N:22][C:23]2[N:24]([CH:26]=[C:27]([C:29]([F:32])([F:31])[F:30])[N:28]=2)[CH:25]=1)[CH3:2]. (2) Given the reactants O=[C:2]1[C:6]2([CH2:10][CH2:9][CH2:8][CH2:7]2)[CH2:5][N:4]([C:11]([O:13][C:14]([CH3:17])([CH3:16])[CH3:15])=[O:12])[CH2:3]1.[BH4-].[Na+].[NH3:20], predict the reaction product. The product is: [NH2:20][CH:2]1[C:6]2([CH2:10][CH2:9][CH2:8][CH2:7]2)[CH2:5][N:4]([C:11]([O:13][C:14]([CH3:17])([CH3:16])[CH3:15])=[O:12])[CH2:3]1.